Dataset: M1 muscarinic receptor agonist screen with 61,833 compounds. Task: Binary Classification. Given a drug SMILES string, predict its activity (active/inactive) in a high-throughput screening assay against a specified biological target. (1) The compound is Clc1ccc(c2oc(N3CCCCC3)c(n2)C#N)cc1. The result is 0 (inactive). (2) The drug is S(=O)(=O)(c1c(OC(=O)c2sccc2)n(nc1C)C(C)(C)C)c1ccccc1. The result is 0 (inactive).